This data is from Reaction yield outcomes from USPTO patents with 853,638 reactions. The task is: Predict the reaction yield, written as a fraction of the theoretical maximum amount of product (1.0 means a 100% yield; for example, 0.34 means a 34% yield). (1) The reactants are [OH-].[Na+].[Cl:3][C:4]1[CH:5]=[C:6]([C:11]([C@H:13]2[CH2:15][C@@H:14]2[C:16]([O:18]C)=[O:17])=[O:12])[CH:7]=[CH:8][C:9]=1[F:10]. The catalyst is C1COCC1. The product is [Cl:3][C:4]1[CH:5]=[C:6]([C:11]([C@H:13]2[CH2:15][C@@H:14]2[C:16]([OH:18])=[O:17])=[O:12])[CH:7]=[CH:8][C:9]=1[F:10]. The yield is 0.200. (2) The reactants are Br[C:2]1[CH:8]=[CH:7][C:5]([NH2:6])=[C:4]([CH3:9])[CH:3]=1.[CH3:10][PH:11](=[O:13])[CH3:12].P([O-])([O-])([O-])=O.[K+].[K+].[K+]. The catalyst is CN(C=O)C.C([O-])(=O)C.[Pd+2].C([O-])(=O)C.CC1(C)C2C(=C(P(C3C=CC=CC=3)C3C=CC=CC=3)C=CC=2)OC2C(P(C3C=CC=CC=3)C3C=CC=CC=3)=CC=CC1=2. The product is [CH3:10][P:11]([C:2]1[CH:8]=[CH:7][C:5]([NH2:6])=[C:4]([CH3:9])[CH:3]=1)([CH3:12])=[O:13]. The yield is 0.850. (3) The reactants are [CH2:1]([N:8]1[C:16]2[C:11](=[CH:12][C:13]([N+:17]([O-:19])=[O:18])=[CH:14][CH:15]=2)[C:10](Br)=[C:9]1[C:21]([O:23][CH2:24][CH3:25])=[O:22])[C:2]1[CH:7]=[CH:6][CH:5]=[CH:4][CH:3]=1.[C:26]([C:30]1[CH:35]=[CH:34][C:33](B(O)O)=[CH:32][CH:31]=1)([CH3:29])([CH3:28])[CH3:27].C(=O)([O-])[O-].[Na+].[Na+]. The catalyst is C(O)C.C1(C)C=CC=CC=1.Cl.C1C=CC([P]([Pd]([P](C2C=CC=CC=2)(C2C=CC=CC=2)C2C=CC=CC=2)([P](C2C=CC=CC=2)(C2C=CC=CC=2)C2C=CC=CC=2)[P](C2C=CC=CC=2)(C2C=CC=CC=2)C2C=CC=CC=2)(C2C=CC=CC=2)C2C=CC=CC=2)=CC=1. The product is [CH2:1]([N:8]1[C:16]2[C:11](=[CH:12][C:13]([N+:17]([O-:19])=[O:18])=[CH:14][CH:15]=2)[C:10]([C:33]2[CH:34]=[CH:35][C:30]([C:26]([CH3:29])([CH3:28])[CH3:27])=[CH:31][CH:32]=2)=[C:9]1[C:21]([O:23][CH2:24][CH3:25])=[O:22])[C:2]1[CH:7]=[CH:6][CH:5]=[CH:4][CH:3]=1. The yield is 0.900. (4) The reactants are [OH:1][C:2]1[CH:3]=[C:4]([CH:9]=[C:10]([OH:12])[CH:11]=1)[C:5]([O:7][CH3:8])=[O:6].C(N(CC)C(C)C)(C)C.Cl[CH2:23][O:24][CH3:25]. The catalyst is ClCCl. The product is [OH:1][C:2]1[CH:3]=[C:4]([CH:9]=[C:10]([O:12][CH2:23][O:24][CH3:25])[CH:11]=1)[C:5]([O:7][CH3:8])=[O:6]. The yield is 0.440. (5) The catalyst is Cl[Pd-2](Cl)(P(C1C=CC=CC=1)(C1C=CC=CC=1)C1C=CC=CC=1)P(C1C=CC=CC=1)(C1C=CC=CC=1)C1C=CC=CC=1.ClCCl.C(#N)C. The reactants are I[N:2]1[C:6]2[N:7]=[C:8]([C:11]3[CH:16]=[CH:15][CH:14]=[CH:13][CH:12]=3)[CH2:9][NH:10][C:5]=2[CH:4]=[CH:3]1.[CH3:17][O:18][C:19]1[CH:20]=[C:21](B(O)O)[CH:22]=[CH:23][C:24]=1[O:25][CH3:26].C(=O)([O-])[O-].[Na+].[Na+].C(=O)(O)[O-].[Na+]. The product is [CH3:17][O:18][C:19]1[CH:20]=[C:21]([N:2]2[C:6]3[N:7]=[C:8]([C:11]4[CH:16]=[CH:15][CH:14]=[CH:13][CH:12]=4)[CH2:9][NH:10][C:5]=3[CH:4]=[CH:3]2)[CH:22]=[CH:23][C:24]=1[O:25][CH3:26]. The yield is 0.270. (6) The reactants are [F:1][C:2]1[CH:7]=[CH:6][C:5]([C:8]2[C:12]([CH2:13][O:14][C:15]3[CH:23]=[CH:22][C:18]([C:19]([OH:21])=O)=[CH:17][N:16]=3)=[C:11]([CH3:24])[O:10][N:9]=2)=[CH:4][CH:3]=1.F[B-](F)(F)F.N1(OC(N(C)C)=[N+](C)C)C2C=CC=CC=2N=N1.C(N(CC)C(C)C)(C)C.[NH:56]1[CH2:61][CH2:60][O:59][CH2:58][CH2:57]1. The catalyst is CN(C=O)C. The product is [F:1][C:2]1[CH:3]=[CH:4][C:5]([C:8]2[C:12]([CH2:13][O:14][C:15]3[N:16]=[CH:17][C:18]([C:19]([N:56]4[CH2:61][CH2:60][O:59][CH2:58][CH2:57]4)=[O:21])=[CH:22][CH:23]=3)=[C:11]([CH3:24])[O:10][N:9]=2)=[CH:6][CH:7]=1. The yield is 0.130. (7) The reactants are [F-].[Cs+].[CH2:3]([O:10][N:11]1[C:17](=[O:18])[N:16]2[CH2:19][C@H:12]1[CH2:13][CH2:14][C@H:15]2[C:20]1[CH:24]=[C:23]([Si](C)(C)C)[O:22][N:21]=1)[C:4]1[CH:9]=[CH:8][CH:7]=[CH:6][CH:5]=1. The catalyst is CC#N.CCO. The product is [CH2:3]([O:10][N:11]1[C:17](=[O:18])[N:16]2[CH2:19][C@H:12]1[CH2:13][CH2:14][C@H:15]2[C:20]1[CH:24]=[CH:23][O:22][N:21]=1)[C:4]1[CH:9]=[CH:8][CH:7]=[CH:6][CH:5]=1. The yield is 0.770.